Predict the reaction yield, written as a fraction of the theoretical maximum amount of product (1.0 means a 100% yield; for example, 0.34 means a 34% yield). From a dataset of Reaction yield outcomes from USPTO patents with 853,638 reactions. (1) The reactants are [OH:1][C:2]1[CH:3]=[C:4]([CH:8]=[C:9]([OH:11])[CH:10]=1)[C:5]([OH:7])=O.[NH2:12][C:13]1[CH:18]=[CH:17][C:16]([OH:19])=[CH:15][CH:14]=1. The catalyst is CN(C=O)C. The product is [OH:11][C:9]1[CH:8]=[C:4]([CH:3]=[C:2]([OH:1])[CH:10]=1)[C:5]([NH:12][C:13]1[CH:18]=[CH:17][C:16]([OH:19])=[CH:15][CH:14]=1)=[O:7]. The yield is 0.760. (2) The catalyst is C1COCC1.C(OCC)(=O)C. The yield is 0.180. The reactants are [NH2:1][C:2]1[CH:7]=[CH:6][CH:5]=[CH:4][N:3]=1.C[Si]([N-][Si](C)(C)C)(C)C.[K+].Cl[CH2:19][C:20]1[C:21]([C:26]2[CH:31]=[CH:30][CH:29]=[CH:28][CH:27]=2)=[N:22][O:23][C:24]=1[CH3:25]. The product is [CH3:25][C:24]1[O:23][N:22]=[C:21]([C:26]2[CH:27]=[CH:28][CH:29]=[CH:30][CH:31]=2)[C:20]=1[CH2:19][NH:1][C:2]1[CH:7]=[CH:6][CH:5]=[CH:4][N:3]=1. (3) The reactants are CC1[CH:7]=[CH:6][CH:5]=[C:4](C)[C:3]=1[CH:9]=[CH:10][C:11]1[C:12]2[N:13]([C:17]([CH3:21])=[C:18]([CH3:20])[N:19]=2)[CH:14]=[CH:15][CH:16]=1.[CH2:22]([OH:24])[CH3:23].[H][H].[CH3:27]O. The catalyst is [Pd]. The product is [CH3:27][C:9]1[CH:3]=[C:4]([O:24][CH2:22][CH3:23])[CH:5]=[C:6]([CH3:7])[C:10]=1[C:11]1[C:12]2[N:13]([C:17]([CH3:21])=[C:18]([CH3:20])[N:19]=2)[CH:14]=[CH:15][CH:16]=1. The yield is 1.00. (4) The reactants are [O:1]=[C:2]1[C:11]2[C:6](=[CH:7][CH:8]=[C:9]([C:12]3[CH:26]=[CH:25][C:15]([CH2:16][N:17]4[CH2:20][CH:19]([C:21]([O:23]C)=[O:22])[CH2:18]4)=[CH:14][CH:13]=3)[CH:10]=2)[O:5][C:4]([C:27]2[CH:32]=[CH:31][CH:30]=[CH:29][CH:28]=2)=[CH:3]1.COC(C1CN(CC2C=CC(OCC3C4C=C(Cl)C=CC=4OC=3)=CC=2)C1)=O. No catalyst specified. The product is [O:1]=[C:2]1[C:11]2[C:6](=[CH:7][CH:8]=[C:9]([C:12]3[CH:26]=[CH:25][C:15]([CH2:16][N:17]4[CH2:20][CH:19]([C:21]([OH:23])=[O:22])[CH2:18]4)=[CH:14][CH:13]=3)[CH:10]=2)[O:5][C:4]([C:27]2[CH:32]=[CH:31][CH:30]=[CH:29][CH:28]=2)=[CH:3]1. The yield is 0.360. (5) The reactants are [CH2:1]([O:8][C:9]1[N:14]=[C:13]([CH:15](C#N)[C:16]2[CH:17]=[C:18]([CH:21]=[C:22]([CH3:24])[CH:23]=2)[C:19]#[N:20])[C:12]([CH2:27][CH3:28])=[C:11]([O:29][CH2:30][C:31]2[CH:36]=[CH:35][CH:34]=[CH:33][CH:32]=2)[N:10]=1)[C:2]1[CH:7]=[CH:6][CH:5]=[CH:4][CH:3]=1.[H-].[Na+].CN(C=[O:43])C. No catalyst specified. The product is [CH2:1]([O:8][C:9]1[N:14]=[C:13]([C:15]([C:16]2[CH:17]=[C:18]([CH:21]=[C:22]([CH3:24])[CH:23]=2)[C:19]#[N:20])=[O:43])[C:12]([CH2:27][CH3:28])=[C:11]([O:29][CH2:30][C:31]2[CH:36]=[CH:35][CH:34]=[CH:33][CH:32]=2)[N:10]=1)[C:2]1[CH:7]=[CH:6][CH:5]=[CH:4][CH:3]=1. The yield is 0.800.